This data is from Reaction yield outcomes from USPTO patents with 853,638 reactions. The task is: Predict the reaction yield, written as a fraction of the theoretical maximum amount of product (1.0 means a 100% yield; for example, 0.34 means a 34% yield). The reactants are B(Br)(Br)Br.C[O:6][C:7]1[CH:8]=[C:9]([CH:37]=[CH:38][CH:39]=1)[O:10][C@H:11]1[CH2:15][CH2:14][N:13]([C:16]([CH3:36])([CH3:35])[CH2:17][CH2:18][C:19]([C:29]2[CH:34]=[CH:33][CH:32]=[CH:31][CH:30]=2)([C:23]2[CH:28]=[CH:27][CH:26]=[CH:25][CH:24]=2)[C:20]([NH2:22])=[O:21])[CH2:12]1. The catalyst is ClCCl. The product is [OH:6][C:7]1[CH:8]=[C:9]([CH:37]=[CH:38][CH:39]=1)[O:10][C@H:11]1[CH2:15][CH2:14][N:13]([C:16]([CH3:36])([CH3:35])[CH2:17][CH2:18][C:19]([C:29]2[CH:30]=[CH:31][CH:32]=[CH:33][CH:34]=2)([C:23]2[CH:24]=[CH:25][CH:26]=[CH:27][CH:28]=2)[C:20]([NH2:22])=[O:21])[CH2:12]1. The yield is 0.600.